Dataset: Reaction yield outcomes from USPTO patents with 853,638 reactions. Task: Predict the reaction yield, written as a fraction of the theoretical maximum amount of product (1.0 means a 100% yield; for example, 0.34 means a 34% yield). (1) The reactants are C[O:2][C:3]1[CH:4]=[C:5]2[C:10](=[CH:11][C:12]=1[O:13]C)[N:9]=[CH:8][NH:7][C:6]2=[O:15].COC1C=CC=C2C=1C(OC)=NC(=O)N2.Br.N. No catalyst specified. The product is [OH:2][C:3]1[CH:4]=[C:5]2[C:10](=[CH:11][C:12]=1[OH:13])[N:9]=[CH:8][NH:7][C:6]2=[O:15]. The yield is 0.840. (2) The reactants are [F:1][C:2]1[C:7]([O:8][CH3:9])=[CH:6][C:5]([O:10][CH3:11])=[C:4]([F:12])[C:3]=1[N:13]1[CH2:22][C:21]2[C:16](=[N:17][C:18](S(C)=O)=[N:19][CH:20]=2)[N:15]([CH2:26][CH3:27])[C:14]1=[O:28].[NH2:29][CH2:30][CH2:31][O:32][CH2:33][CH2:34][OH:35]. No catalyst specified. The product is [F:1][C:2]1[C:7]([O:8][CH3:9])=[CH:6][C:5]([O:10][CH3:11])=[C:4]([F:12])[C:3]=1[N:13]1[CH2:22][C:21]2[C:16](=[N:17][C:18]([NH:29][CH2:30][CH2:31][O:32][CH2:33][CH2:34][OH:35])=[N:19][CH:20]=2)[N:15]([CH2:26][CH3:27])[C:14]1=[O:28]. The yield is 0.910. (3) The reactants are [C:1]([C:4]1[CH:5]=[C:6]([CH:9]=[CH:10][CH:11]=1)[CH:7]=[O:8])([OH:3])=O.[F:12][C:13]([F:24])([F:23])[O:14][C:15]1[CH:22]=[CH:21][C:18]([CH2:19][NH2:20])=[CH:17][CH:16]=1.ON1C2C=CC=CC=2N=N1.C(N=C=NC(C)C)(C)C. The catalyst is C(Cl)Cl. The product is [CH:7]([C:6]1[CH:5]=[C:4]([CH:11]=[CH:10][CH:9]=1)[C:1]([NH:20][CH2:19][C:18]1[CH:21]=[CH:22][C:15]([O:14][C:13]([F:12])([F:23])[F:24])=[CH:16][CH:17]=1)=[O:3])=[O:8]. The yield is 0.850. (4) No catalyst specified. The product is [CH:35]1([CH2:38][N:39]2[CH2:43][CH2:42][N:41]([C:44]3[S:45][C:46]([C:49]([OH:51])=[O:50])=[CH:47][N:48]=3)[C:40]2=[O:53])[CH2:37][CH2:36]1. The yield is 0.930. The reactants are C(NC(C1SC(N2CCN(CC3C=C(C=CC=3)C(OCC)=O)C2=O)=NC=1C)=O)C1C=CC=CC=1.[CH:35]1([CH2:38][N:39]2[CH2:43][CH2:42][N:41]([C:44]3[S:45][C:46]([C:49]([O:51]C)=[O:50])=[CH:47][N:48]=3)[C:40]2=[O:53])[CH2:37][CH2:36]1. (5) The reactants are [Mg].I[CH2:3][CH2:4][CH3:5].[F:6][C:7]1[C:16]([F:17])=[C:15]2[C:10]([CH2:11][CH2:12][C:13](=O)[CH2:14]2)=[CH:9][CH:8]=1.O. The catalyst is CCOCC. The product is [F:17][C:16]1[C:7]([F:6])=[CH:8][CH:9]=[C:10]2[C:15]=1[CH:14]=[C:13]([CH2:3][CH2:4][CH3:5])[CH2:12][CH2:11]2. The yield is 0.750.